This data is from NCI-60 drug combinations with 297,098 pairs across 59 cell lines. The task is: Regression. Given two drug SMILES strings and cell line genomic features, predict the synergy score measuring deviation from expected non-interaction effect. Drug 1: CN(C)C1=NC(=NC(=N1)N(C)C)N(C)C. Drug 2: CC1CCCC2(C(O2)CC(NC(=O)CC(C(C(=O)C(C1O)C)(C)C)O)C(=CC3=CSC(=N3)C)C)C. Cell line: SF-539. Synergy scores: CSS=-3.74, Synergy_ZIP=-0.513, Synergy_Bliss=-4.03, Synergy_Loewe=-12.9, Synergy_HSA=-6.55.